From a dataset of Forward reaction prediction with 1.9M reactions from USPTO patents (1976-2016). Predict the product of the given reaction. (1) Given the reactants [CH2:1]([SnH:5]([CH2:10][CH2:11][CH2:12][CH3:13])[CH2:6][CH2:7][CH2:8][CH3:9])[CH2:2][CH2:3][CH3:4].[Li+].CC([N-]C(C)C)C.Cl[C:23]1[N:28]=[C:27]([NH:29][C@@H:30]2[CH2:35][CH2:34][CH2:33][N:32]([C:36]([O:38][C:39]([CH3:42])([CH3:41])[CH3:40])=[O:37])[CH2:31]2)[CH:26]=[N:25][CH:24]=1, predict the reaction product. The product is: [CH2:10]([Sn:5]([CH2:1][CH2:2][CH2:3][CH3:4])([CH2:6][CH2:7][CH2:8][CH3:9])[C:23]1[N:28]=[C:27]([NH:29][C@@H:30]2[CH2:35][CH2:34][CH2:33][N:32]([C:36]([O:38][C:39]([CH3:42])([CH3:41])[CH3:40])=[O:37])[CH2:31]2)[CH:26]=[N:25][CH:24]=1)[CH2:11][CH2:12][CH3:13]. (2) Given the reactants [C:1]([N:8]1[CH:12]=[CH:11][N:10]=[CH:9]1)(N1C=CN=C1)=[O:2].[NH2:13][CH2:14][CH2:15][NH:16][C:17](=[O:23])[O:18][C:19]([CH3:22])([CH3:21])[CH3:20].C(N(C(C)C)C(C)C)C.S(=O)(=O)(O)O.N[C:39]1[CH:40]=[N:41][N:42]2CCCN[C:43]=12, predict the reaction product. The product is: [C:19]([O:18][C:17]([NH:16][CH2:15][CH2:14][NH:13][C:1](=[O:2])[NH:8][C:12]1[CH:40]=[N:41][N:42]2[CH2:43][CH2:39][CH2:9][NH:10][C:11]=12)=[O:23])([CH3:20])([CH3:22])[CH3:21].